Dataset: Catalyst prediction with 721,799 reactions and 888 catalyst types from USPTO. Task: Predict which catalyst facilitates the given reaction. (1) Product: [Cl:1][C:2]1[N:7]=[C:6]([NH:10][C:11]2[C:16]([CH3:17])=[CH:15][C:14](/[CH:18]=[CH:19]/[C:20]#[N:21])=[CH:13][C:12]=2[CH3:22])[CH:5]=[CH:4][N:3]=1. The catalyst class is: 6. Reactant: [Cl:1][C:2]1[N:7]=[C:6](Cl)[CH:5]=[CH:4][N:3]=1.Cl.[NH2:10][C:11]1[C:16]([CH3:17])=[CH:15][C:14](/[CH:18]=[CH:19]/[C:20]#[N:21])=[CH:13][C:12]=1[CH3:22].C(N(CC)CC)C.C(OCC)(=O)C. (2) Reactant: [Br:1][C:2]1[CH:10]=[C:9]([F:11])[CH:8]=[C:7]2[C:3]=1[CH:4]=[C:5]([C:12](OC)=[O:13])[NH:6]2.[H-].C([Al+]CC(C)C)C(C)C.Cl. Product: [Br:1][C:2]1[CH:10]=[C:9]([F:11])[CH:8]=[C:7]2[C:3]=1[CH:4]=[C:5]([CH2:12][OH:13])[NH:6]2. The catalyst class is: 1. (3) Reactant: [Br:1][C:2]1[CH:7]=[CH:6][C:5]([CH:8]([CH2:11][CH2:12][OH:13])[C:9]#[N:10])=[C:4]([CH3:14])[CH:3]=1.[O:15](C(OC(C)(C)C)=O)[C:16]([O:18][C:19]([CH3:22])([CH3:21])[CH3:20])=O.[BH4-].[Na+].NCCNCCN. Product: [C:19]([O:18][C:16](=[O:15])[NH:10][CH2:9][CH:8]([C:5]1[CH:6]=[CH:7][C:2]([Br:1])=[CH:3][C:4]=1[CH3:14])[CH2:11][CH2:12][OH:13])([CH3:22])([CH3:21])[CH3:20]. The catalyst class is: 5. (4) Product: [Cl:35][C:32]1[CH:33]=[CH:34][C:29]([N:26]2[CH2:25][CH2:24][N:23]([CH2:22][C:15]3[CH:14]=[C:13]4[C:18]([N:19]5[CH:10]([C:11](=[O:36])[NH:12]4)[CH2:9][NH:8][CH2:21][CH2:20]5)=[N:17][CH:16]=3)[CH2:28][CH2:27]2)=[CH:30][CH:31]=1. The catalyst class is: 4. Reactant: C(OC([N:8]1[CH2:21][CH2:20][N:19]2[CH:10]([C:11](=[O:36])[NH:12][C:13]3[C:18]2=[N:17][CH:16]=[C:15]([CH2:22][N:23]2[CH2:28][CH2:27][N:26]([C:29]4[CH:34]=[CH:33][C:32]([Cl:35])=[CH:31][CH:30]=4)[CH2:25][CH2:24]2)[CH:14]=3)[CH2:9]1)=O)(C)(C)C.FC(F)(F)C(O)=O. (5) Reactant: [OH-].[Na+].[N:3]1([C:8]2[CH:31]=[CH:30][C:11]3[N:12]([C:15]4[CH:16]=[C:17]([NH:26]C(=O)C)[CH:18]=[C:19]([N:21]5[CH:25]=[CH:24][CH:23]=[CH:22]5)[CH:20]=4)[CH:13]=[N:14][C:10]=3[CH:9]=2)[CH:7]=[CH:6][CH:5]=[N:4]1. Product: [N:3]1([C:8]2[CH:31]=[CH:30][C:11]3[N:12]([C:15]4[CH:16]=[C:17]([CH:18]=[C:19]([N:21]5[CH:25]=[CH:24][CH:23]=[CH:22]5)[CH:20]=4)[NH2:26])[CH:13]=[N:14][C:10]=3[CH:9]=2)[CH:7]=[CH:6][CH:5]=[N:4]1. The catalyst class is: 162. (6) Reactant: Cl.[N:2]1[C:7]2[NH:8][CH:9]=[CH:10][C:6]=2[C:5]([N:11]2[CH2:15][CH2:14][C@@H:13]([NH2:16])[CH2:12]2)=[N:4][CH:3]=1.[CH:17](=O)[CH2:18][CH3:19]. Product: [CH2:17]([NH:16][C@@H:13]1[CH2:14][CH2:15][N:11]([C:5]2[C:6]3[CH:10]=[CH:9][NH:8][C:7]=3[N:2]=[CH:3][N:4]=2)[CH2:12]1)[CH2:18][CH3:19]. The catalyst class is: 1. (7) The catalyst class is: 13. Product: [Br:37][C:6]1[C:5]2[C:14](=[CH:1][CH:2]=[CH:3][CH:4]=2)[C:13]([C:15]2[CH:16]=[CH:17][C:18]([C:21]3[O:22][C:23]4[CH:29]=[CH:28][CH:27]=[CH:26][C:24]=4[N:25]=3)=[CH:19][CH:20]=2)=[C:12]2[C:7]=1[CH:8]=[CH:9][CH:10]=[CH:11]2. Reactant: [CH:1]1[C:14]2[C:5](=[CH:6][C:7]3[C:12]([C:13]=2[C:15]2[CH:20]=[CH:19][C:18]([C:21]4[O:22][C:23]5[CH:29]=[CH:28][CH:27]=[CH:26][C:24]=5[N:25]=4)=[CH:17][CH:16]=2)=[CH:11][CH:10]=[CH:9][CH:8]=3)[CH:4]=[CH:3][CH:2]=1.C1(C)C=CC=CC=1.[Br:37]N1C(=O)CCC1=O.